This data is from Full USPTO retrosynthesis dataset with 1.9M reactions from patents (1976-2016). The task is: Predict the reactants needed to synthesize the given product. (1) Given the product [CH3:23][O:4][C:3]1[CH:5]=[C:6]([CH3:11])[C:7]([O:17][CH3:18])=[C:8]([CH3:9])[C:2]=1[CH3:1], predict the reactants needed to synthesize it. The reactants are: [CH3:1][C:2]1[C:8]([CH3:9])=[C:7](O)[C:6]([CH3:11])=[CH:5][C:3]=1[OH:4].COS([O:17][CH3:18])(=O)=O.[OH-].[Na+].[NH4+].[OH-].[CH3:23]CO. (2) Given the product [C:27]([O:26][C:24]([C:10]1[C:11]([C:21](=[O:23])[NH:31][CH2:32][CH:33]([OH:34])[C:35]2[CH:40]=[CH:39][CH:38]=[CH:37][CH:36]=2)=[N:12][C:13]([C:14]2[CH:15]=[CH:16][C:17]([Cl:20])=[CH:18][CH:19]=2)=[C:8]([C:5]2[CH:4]=[CH:3][C:2]([Cl:1])=[CH:7][CH:6]=2)[N:9]=1)=[O:25])([CH3:28])([CH3:29])[CH3:30], predict the reactants needed to synthesize it. The reactants are: [Cl:1][C:2]1[CH:7]=[CH:6][C:5]([C:8]2[N:9]=[C:10]([C:24]([O:26][C:27]([CH3:30])([CH3:29])[CH3:28])=[O:25])[C:11]([C:21]([OH:23])=O)=[N:12][C:13]=2[C:14]2[CH:19]=[CH:18][C:17]([Cl:20])=[CH:16][CH:15]=2)=[CH:4][CH:3]=1.[NH2:31][CH2:32][CH:33]([C:35]1[CH:40]=[CH:39][CH:38]=[CH:37][CH:36]=1)[OH:34].C(N(CC)CC)C.C1CN([P+](ON2N=NC3C=CC=CC2=3)(N2CCCC2)N2CCCC2)CC1.F[P-](F)(F)(F)(F)F. (3) Given the product [C:32]([O:31][C:30]([N:29]([CH2:28][CH:27]1[CH2:26][CH2:25][N:24]([C:2]2[NH:6][C:5]3[CH:7]=[C:8]([C:11]([O:13][CH3:14])=[O:12])[CH:9]=[CH:10][C:4]=3[N:3]=2)[CH2:23][CH:22]1[C:18]1[CH:19]=[CH:20][CH:21]=[C:16]([F:15])[CH:17]=1)[C@@H:37]([C:39]1[C:48]2[C:43](=[CH:44][CH:45]=[CH:46][CH:47]=2)[CH:42]=[CH:41][CH:40]=1)[CH3:38])=[O:36])([CH3:33])([CH3:34])[CH3:35], predict the reactants needed to synthesize it. The reactants are: Cl[C:2]1[NH:6][C:5]2[CH:7]=[C:8]([C:11]([O:13][CH3:14])=[O:12])[CH:9]=[CH:10][C:4]=2[N:3]=1.[F:15][C:16]1[CH:17]=[C:18]([CH:22]2[CH:27]([CH2:28][N:29]([C@@H:37]([C:39]3[C:48]4[C:43](=[CH:44][CH:45]=[CH:46][CH:47]=4)[CH:42]=[CH:41][CH:40]=3)[CH3:38])[C:30](=[O:36])[O:31][C:32]([CH3:35])([CH3:34])[CH3:33])[CH2:26][CH2:25][NH:24][CH2:23]2)[CH:19]=[CH:20][CH:21]=1.O. (4) Given the product [F:26][C:23]([F:24])([F:25])[C:21]1[CH:20]=[CH:19][C:18]([O:27][CH2:28][C:29]2[CH:30]=[CH:31][C:32]([F:35])=[CH:33][CH:34]=2)=[C:17]([C:12]2[N:11]([C:7]3[CH:6]=[C:5]([CH:10]=[CH:9][CH:8]=3)[C:4]([OH:36])=[O:3])[C:15]([CH3:16])=[CH:14][CH:13]=2)[CH:22]=1, predict the reactants needed to synthesize it. The reactants are: C([O:3][C:4](=[O:36])[C:5]1[CH:10]=[CH:9][CH:8]=[C:7]([N:11]2[C:15]([CH3:16])=[CH:14][CH:13]=[C:12]2[C:17]2[CH:22]=[C:21]([C:23]([F:26])([F:25])[F:24])[CH:20]=[CH:19][C:18]=2[O:27][CH2:28][C:29]2[CH:34]=[CH:33][C:32]([F:35])=[CH:31][CH:30]=2)[CH:6]=1)C.[OH-].[Na+].CCO. (5) Given the product [C:13]1([CH3:26])[CH:18]=[C:17]([CH3:19])[CH:16]=[C:15]([CH3:20])[C:14]=1[S:21]([O-:24])(=[O:23])=[O:22].[NH2:25][N+:6]1[CH:7]=[CH:8][C:9]([O:11][CH3:12])=[CH:10][C:5]=1[C:1]#[C:2][CH2:3][CH3:4], predict the reactants needed to synthesize it. The reactants are: [C:1]([C:5]1[CH:10]=[C:9]([O:11][CH3:12])[CH:8]=[CH:7][N:6]=1)#[C:2][CH2:3][CH3:4].[C:13]1([CH3:26])[CH:18]=[C:17]([CH3:19])[CH:16]=[C:15]([CH3:20])[C:14]=1[S:21]([O:24][NH2:25])(=[O:23])=[O:22].C(OCC)C.